From a dataset of Reaction yield outcomes from USPTO patents with 853,638 reactions. Predict the reaction yield, written as a fraction of the theoretical maximum amount of product (1.0 means a 100% yield; for example, 0.34 means a 34% yield). (1) The reactants are [F:1][C:2]1[CH:3]=[C:4]([CH:27]=[CH:28][CH:29]=1)[CH2:5][N:6]1[C:11](=[O:12])[C:10]2[C:13]([O:20][CH2:21][C:22]([F:25])([F:24])[F:23])=[C:14]([C:17](O)=[O:18])[N:15]([CH3:16])[C:9]=2[N:8]=[C:7]1[CH3:26].Cl.[NH2:31][CH:32]1[CH2:37][CH2:36][N:35]([C:38](=[O:41])[CH2:39][OH:40])[CH2:34][CH2:33]1.C1C=CC2N(O)N=NC=2C=1.C(N(CC)CC)C. The catalyst is CN(C=O)C.O. The product is [F:1][C:2]1[CH:3]=[C:4]([CH:27]=[CH:28][CH:29]=1)[CH2:5][N:6]1[C:11](=[O:12])[C:10]2[C:13]([O:20][CH2:21][C:22]([F:25])([F:23])[F:24])=[C:14]([C:17]([NH:31][CH:32]3[CH2:33][CH2:34][N:35]([C:38](=[O:41])[CH2:39][OH:40])[CH2:36][CH2:37]3)=[O:18])[N:15]([CH3:16])[C:9]=2[N:8]=[C:7]1[CH3:26]. The yield is 0.170. (2) The yield is 0.980. The reactants are [C:1]([O:4][CH2:5][C:6]1[C:7]([N:13]2[CH2:24][CH2:23][C:22]3[C:21]4[CH2:20][C:19]([CH3:26])([CH3:25])[CH2:18][C:17]=4[S:16][C:15]=3[C:14]2=[O:27])=[N:8][CH:9]=[CH:10][C:11]=1Cl)(=[O:3])[CH3:2].[CH3:28][C:29]1([CH3:45])[C:33]([CH3:35])([CH3:34])[O:32][B:31]([B:31]2[O:32][C:33]([CH3:35])([CH3:34])[C:29]([CH3:45])([CH3:28])[O:30]2)[O:30]1.CC(C1C=C(C(C)C)C(C2C=CC=CC=2P(C2CCCCC2)C2CCCCC2)=C(C(C)C)C=1)C.C([O-])(=O)C.[K+]. The catalyst is C1C=CC(P(C2C=CC=CC=2)[C-]2C=CC=C2)=CC=1.C1C=CC(P(C2C=CC=CC=2)[C-]2C=CC=C2)=CC=1.Cl[Pd]Cl.[Fe+2].O1CCOCC1. The product is [C:1]([O:4][CH2:5][C:6]1[C:7]([N:13]2[CH2:24][CH2:23][C:22]3[C:21]4[CH2:20][C:19]([CH3:26])([CH3:25])[CH2:18][C:17]=4[S:16][C:15]=3[C:14]2=[O:27])=[N:8][CH:9]=[CH:10][C:11]=1[B:31]1[O:32][C:33]([CH3:35])([CH3:34])[C:29]([CH3:45])([CH3:28])[O:30]1)(=[O:3])[CH3:2].